From a dataset of NCI-60 drug combinations with 297,098 pairs across 59 cell lines. Regression. Given two drug SMILES strings and cell line genomic features, predict the synergy score measuring deviation from expected non-interaction effect. (1) Drug 2: C1=CC=C(C(=C1)C(C2=CC=C(C=C2)Cl)C(Cl)Cl)Cl. Drug 1: CN(C)C1=NC(=NC(=N1)N(C)C)N(C)C. Synergy scores: CSS=-5.11, Synergy_ZIP=3.37, Synergy_Bliss=1.81, Synergy_Loewe=-2.35, Synergy_HSA=-2.57. Cell line: SK-MEL-2. (2) Drug 1: CC1=C(C(=O)C2=C(C1=O)N3CC4C(C3(C2COC(=O)N)OC)N4)N. Drug 2: B(C(CC(C)C)NC(=O)C(CC1=CC=CC=C1)NC(=O)C2=NC=CN=C2)(O)O. Cell line: HOP-92. Synergy scores: CSS=42.2, Synergy_ZIP=1.84, Synergy_Bliss=7.55, Synergy_Loewe=-18.5, Synergy_HSA=-0.374. (3) Drug 1: CS(=O)(=O)CCNCC1=CC=C(O1)C2=CC3=C(C=C2)N=CN=C3NC4=CC(=C(C=C4)OCC5=CC(=CC=C5)F)Cl. Drug 2: C1C(C(OC1N2C=NC(=NC2=O)N)CO)O. Cell line: NCI-H522. Synergy scores: CSS=21.6, Synergy_ZIP=-2.50, Synergy_Bliss=-0.832, Synergy_Loewe=2.04, Synergy_HSA=3.62. (4) Drug 1: CC1OCC2C(O1)C(C(C(O2)OC3C4COC(=O)C4C(C5=CC6=C(C=C35)OCO6)C7=CC(=C(C(=C7)OC)O)OC)O)O. Drug 2: C1=NC2=C(N1)C(=S)N=C(N2)N. Cell line: A498. Synergy scores: CSS=33.8, Synergy_ZIP=-5.56, Synergy_Bliss=-2.60, Synergy_Loewe=0.927, Synergy_HSA=2.79.